Task: Predict the reaction yield, written as a fraction of the theoretical maximum amount of product (1.0 means a 100% yield; for example, 0.34 means a 34% yield).. Dataset: Reaction yield outcomes from USPTO patents with 853,638 reactions (1) The reactants are [CH3:1][O:2][C:3](=[O:17])[CH2:4][C:5]1[C:6]([F:16])=[CH:7][CH:8]=[C:9]2[C:14]=1[NH:13][C:12](=[O:15])[CH:11]=[CH:10]2.[C:18](#N)C.C(N(CC)CC)C.C[Si](C=[N+]=[N-])(C)C. The catalyst is CO. The product is [CH3:1][O:2][C:3](=[O:17])[CH2:4][C:5]1[C:6]([F:16])=[CH:7][CH:8]=[C:9]2[C:14]=1[N:13]=[C:12]([O:15][CH3:18])[CH:11]=[CH:10]2. The yield is 0.810. (2) The product is [CH3:35][CH:36]([CH3:72])[C@H:37]([N:42]1[CH2:50][C:49]2[C:44](=[CH:45][CH:46]=[C:47]([C:51]3[CH:52]=[CH:53][C:54]([NH:57][C:58]([NH:60][C:61]4[CH:62]=[CH:63][C:64]([C:67]([F:70])([F:68])[F:69])=[CH:65][CH:66]=4)=[O:59])=[CH:55][CH:56]=3)[CH:48]=2)[C:43]1=[O:71])[C:38]([OH:40])=[O:39]. The reactants are FC1C=CC(NC(=O)NC2C=CC(C3C=C4C(=CC=3)C(=O)N([C@@H](C(C)C)C(O)=O)C4)=CC=2)=CC=1.[CH3:35][CH:36]([CH3:72])[C@H:37]([N:42]1[CH2:50][C:49]2[C:44](=[CH:45][CH:46]=[C:47]([C:51]3[CH:56]=[CH:55][C:54]([NH:57][C:58]([NH:60][C:61]4[CH:66]=[CH:65][C:64]([C:67]([F:70])([F:69])[F:68])=[CH:63][CH:62]=4)=[O:59])=[CH:53][CH:52]=3)[CH:48]=2)[C:43]1=[O:71])[C:38]([O:40]C)=[O:39]. No catalyst specified. The yield is 0.960. (3) The product is [CH2:17]([CH:21]1[CH2:26][CH2:25][N:24]([CH2:2][CH2:3][CH2:4][N:5]2[C:14]3[C:9](=[CH:10][C:11]([CH3:15])=[CH:12][CH:13]=3)[CH2:8][CH2:7][C:6]2=[O:16])[CH2:23][CH2:22]1)[CH2:18][CH2:19][CH3:20]. The catalyst is CC#N. The reactants are Cl[CH2:2][CH2:3][CH2:4][N:5]1[C:14]2[C:9](=[CH:10][C:11]([CH3:15])=[CH:12][CH:13]=2)[CH2:8][CH2:7][C:6]1=[O:16].[CH2:17]([CH:21]1[CH2:26][CH2:25][NH:24][CH2:23][CH2:22]1)[CH2:18][CH2:19][CH3:20].C([O-])([O-])=O.[K+].[K+]. The yield is 0.410. (4) The reactants are [C:1]([C:4]1[C:5](=O)[NH:6][C:7](=[O:10])[NH:8][CH:9]=1)(=[O:3])[CH3:2].[C:12](=[O:15])([O-])[O-].[K+].[K+].[CH2:18](Br)[C:19]1[CH:24]=[CH:23][CH:22]=[CH:21][CH:20]=1. The catalyst is CN(C=O)C. The product is [C:1]([C:4]1[C:12](=[O:15])[N:8]([CH2:9][C:19]2[CH:24]=[CH:23][CH:22]=[CH:21][CH:20]=2)[C:7](=[O:10])[N:6]([CH2:18][C:19]2[CH:24]=[CH:23][CH:22]=[CH:21][CH:20]=2)[CH:5]=1)(=[O:3])[CH3:2]. The yield is 0.798. (5) The reactants are C(Cl)(Cl)Cl.CC1(C)C2C=CC=C(P(C3C=CC=CC=3)C3C=CC=CC=3)C=2OC2C1=CC=CC=2P(C1C=CC=CC=1)C1C=CC=CC=1.Br[C:48]1[CH:49]=[CH:50][CH:51]=[C:52]2[C:57]=1[N:56]=[C:55]([C:58]1[N:62]3[CH:63]=[C:64]([C@@H:67]([N:72]4[CH2:76][CH2:75][C@H:74]([NH:77][C:78](=[O:84])[O:79][C:80]([CH3:83])([CH3:82])[CH3:81])[CH2:73]4)[C:68]([F:71])([F:70])[F:69])[CH:65]=[CH:66][C:61]3=[N:60][N:59]=1)[CH:54]=[CH:53]2.[CH2:85]([SH:87])[CH3:86].C(N(C(C)C)C(C)C)C. The catalyst is O1CCOCC1. The product is [CH2:85]([S:87][C:48]1[CH:49]=[CH:50][CH:51]=[C:52]2[C:57]=1[N:56]=[C:55]([C:58]1[N:62]3[CH:63]=[C:64]([C@@H:67]([N:72]4[CH2:76][CH2:75][C@H:74]([NH:77][C:78](=[O:84])[O:79][C:80]([CH3:83])([CH3:82])[CH3:81])[CH2:73]4)[C:68]([F:71])([F:70])[F:69])[CH:65]=[CH:66][C:61]3=[N:60][N:59]=1)[CH:54]=[CH:53]2)[CH3:86]. The yield is 0.620. (6) The reactants are C[O:2][C:3]1[CH:4]=[C:5]2[C:10](=[CH:11][C:12]=1[C:13]1[CH:14]=[N:15][CH:16]=[CH:17][CH:18]=1)[CH:9]=[N:8][CH:7]=[CH:6]2.C[S-].[Na+]. The catalyst is CN(C)C=O. The product is [N:15]1[CH:16]=[CH:17][CH:18]=[C:13]([C:12]2[CH:11]=[C:10]3[C:5]([CH:6]=[CH:7][N:8]=[CH:9]3)=[CH:4][C:3]=2[OH:2])[CH:14]=1. The yield is 0.170.